This data is from NCI-60 drug combinations with 297,098 pairs across 59 cell lines. The task is: Regression. Given two drug SMILES strings and cell line genomic features, predict the synergy score measuring deviation from expected non-interaction effect. (1) Drug 1: CN(C)C1=NC(=NC(=N1)N(C)C)N(C)C. Drug 2: CN1C(=O)N2C=NC(=C2N=N1)C(=O)N. Cell line: HCC-2998. Synergy scores: CSS=-5.72, Synergy_ZIP=3.99, Synergy_Bliss=4.54, Synergy_Loewe=-0.552, Synergy_HSA=-1.15. (2) Drug 1: CC(C1=C(C=CC(=C1Cl)F)Cl)OC2=C(N=CC(=C2)C3=CN(N=C3)C4CCNCC4)N. Drug 2: C1=C(C(=O)NC(=O)N1)F. Cell line: OVCAR-4. Synergy scores: CSS=38.0, Synergy_ZIP=-3.86, Synergy_Bliss=-10.5, Synergy_Loewe=-11.7, Synergy_HSA=-10.9. (3) Drug 1: CN1CCC(CC1)COC2=C(C=C3C(=C2)N=CN=C3NC4=C(C=C(C=C4)Br)F)OC. Drug 2: CC1CCC2CC(C(=CC=CC=CC(CC(C(=O)C(C(C(=CC(C(=O)CC(OC(=O)C3CCCCN3C(=O)C(=O)C1(O2)O)C(C)CC4CCC(C(C4)OC)O)C)C)O)OC)C)C)C)OC. Cell line: HCT-15. Synergy scores: CSS=49.6, Synergy_ZIP=9.46, Synergy_Bliss=8.83, Synergy_Loewe=0.412, Synergy_HSA=13.2. (4) Drug 1: C1=CN(C=N1)CC(O)(P(=O)(O)O)P(=O)(O)O. Drug 2: C1=NNC2=C1C(=O)NC=N2. Cell line: NCI/ADR-RES. Synergy scores: CSS=-1.04, Synergy_ZIP=4.19, Synergy_Bliss=6.66, Synergy_Loewe=-2.65, Synergy_HSA=-2.27. (5) Drug 1: CC12CCC3C(C1CCC2NC(=O)OCC(F)(F)F)CCC4C3(C=CC(=O)N4C)C. Drug 2: C1=CC(=C(C=C1I)F)NC2=C(C=CC(=C2F)F)C(=O)NOCC(CO)O. Cell line: UACC62. Synergy scores: CSS=46.8, Synergy_ZIP=1.78, Synergy_Bliss=-0.480, Synergy_Loewe=-21.5, Synergy_HSA=-0.855. (6) Cell line: NCI-H226. Drug 1: C1=CN(C(=O)N=C1N)C2C(C(C(O2)CO)O)O.Cl. Synergy scores: CSS=15.2, Synergy_ZIP=-5.00, Synergy_Bliss=-1.45, Synergy_Loewe=-1.41, Synergy_HSA=0.412. Drug 2: N.N.Cl[Pt+2]Cl. (7) Drug 1: CCC(=C(C1=CC=CC=C1)C2=CC=C(C=C2)OCCN(C)C)C3=CC=CC=C3.C(C(=O)O)C(CC(=O)O)(C(=O)O)O. Drug 2: CCN(CC)CCCC(C)NC1=C2C=C(C=CC2=NC3=C1C=CC(=C3)Cl)OC. Cell line: HOP-62. Synergy scores: CSS=25.5, Synergy_ZIP=2.87, Synergy_Bliss=2.64, Synergy_Loewe=-12.0, Synergy_HSA=-1.90. (8) Drug 1: COC1=CC(=CC(=C1O)OC)C2C3C(COC3=O)C(C4=CC5=C(C=C24)OCO5)OC6C(C(C7C(O6)COC(O7)C8=CC=CS8)O)O. Drug 2: C1CN1P(=S)(N2CC2)N3CC3. Cell line: ACHN. Synergy scores: CSS=57.5, Synergy_ZIP=-4.98, Synergy_Bliss=-2.71, Synergy_Loewe=-10.6, Synergy_HSA=1.51. (9) Drug 1: CC1CCC2CC(C(=CC=CC=CC(CC(C(=O)C(C(C(=CC(C(=O)CC(OC(=O)C3CCCCN3C(=O)C(=O)C1(O2)O)C(C)CC4CCC(C(C4)OC)OCCO)C)C)O)OC)C)C)C)OC. Drug 2: CS(=O)(=O)OCCCCOS(=O)(=O)C. Cell line: HL-60(TB). Synergy scores: CSS=41.5, Synergy_ZIP=-4.54, Synergy_Bliss=3.35, Synergy_Loewe=4.27, Synergy_HSA=4.92. (10) Drug 1: CS(=O)(=O)C1=CC(=C(C=C1)C(=O)NC2=CC(=C(C=C2)Cl)C3=CC=CC=N3)Cl. Drug 2: CC1OCC2C(O1)C(C(C(O2)OC3C4COC(=O)C4C(C5=CC6=C(C=C35)OCO6)C7=CC(=C(C(=C7)OC)O)OC)O)O. Cell line: MDA-MB-231. Synergy scores: CSS=35.1, Synergy_ZIP=7.27, Synergy_Bliss=10.5, Synergy_Loewe=6.40, Synergy_HSA=12.0.